Dataset: Reaction yield outcomes from USPTO patents with 853,638 reactions. Task: Predict the reaction yield, written as a fraction of the theoretical maximum amount of product (1.0 means a 100% yield; for example, 0.34 means a 34% yield). (1) The reactants are [CH2:1]([Mg]Cl)[CH2:2][CH2:3][CH2:4][CH2:5][CH2:6][CH2:7][CH2:8][CH2:9][CH2:10][CH2:11][CH2:12][CH2:13][CH2:14][CH2:15][CH2:16][CH2:17][CH3:18].Cl[Si:22]([Cl:27])([CH:25]=[CH2:26])C=C.[CH3:28][CH2:29]CCCC. The catalyst is C1COCC1. The product is [Cl:27][SiH2:22][CH2:25][CH2:26][CH2:1][CH2:2][CH2:3][CH2:4][CH2:5][CH2:6][CH2:7][CH2:8][CH2:9][CH2:10][CH2:11][CH2:12][CH2:13][CH2:14][CH2:15][CH:16]([CH:28]=[CH2:29])[CH:17]=[CH2:18]. The yield is 0.570. (2) The reactants are [CH3:1][C:2]1[N:3]=[CH:4][NH:5][C:6]=1[CH:7]=[O:8].I[CH2:10][CH3:11].O. The catalyst is C1COCC1. The product is [CH2:10]([N:3]1[C:2]([CH3:1])=[C:6]([CH:7]=[O:8])[N:5]=[CH:4]1)[CH3:11]. The yield is 0.120. (3) The reactants are [CH3:1][N:2]1[C:6]([C:7]2[CH:12]=[CH:11][CH:10]=[C:9]([N+:13]([O-])=O)[CH:8]=2)=[N:5][N:4]=[N:3]1. The catalyst is C(OCC)(=O)C.CO.[Pd]. The product is [CH3:1][N:2]1[C:6]([C:7]2[CH:12]=[CH:11][CH:10]=[C:9]([NH2:13])[CH:8]=2)=[N:5][N:4]=[N:3]1. The yield is 0.980.